This data is from Catalyst prediction with 721,799 reactions and 888 catalyst types from USPTO. The task is: Predict which catalyst facilitates the given reaction. (1) Product: [C:4]([CH2:5][CH2:6][NH:7][C:8]([C@:10]12[CH2:45][CH2:44][C@@H:43]([C:46]([CH2:48][O:49][CH2:50][CH2:51][N:52]3[CH2:53][CH2:54][O:55][CH2:56][CH2:57]3)=[CH2:47])[C@@H:11]1[C@@H:12]1[C@@:25]([CH3:28])([CH2:26][CH2:27]2)[C@@:24]2([CH3:29])[C@@H:15]([C@:16]3([CH3:42])[C@@H:21]([CH2:22][CH2:23]2)[C:20]([CH3:31])([CH3:30])[C:19]([C:32]2[CH:41]=[CH:40][C:35]([C:36]([OH:38])=[O:37])=[CH:34][CH:33]=2)=[CH:18][CH2:17]3)[CH2:14][CH2:13]1)=[O:9])([OH:58])=[O:3]. The catalyst class is: 12. Reactant: C([O:3][C:4](=[O:58])[CH2:5][CH2:6][NH:7][C:8]([C@:10]12[CH2:45][CH2:44][C@@H:43]([C:46]([CH2:48][O:49][CH2:50][CH2:51][N:52]3[CH2:57][CH2:56][O:55][CH2:54][CH2:53]3)=[CH2:47])[C@@H:11]1[C@@H:12]1[C@@:25]([CH3:28])([CH2:26][CH2:27]2)[C@@:24]2([CH3:29])[C@@H:15]([C@:16]3([CH3:42])[C@@H:21]([CH2:22][CH2:23]2)[C:20]([CH3:31])([CH3:30])[C:19]([C:32]2[CH:41]=[CH:40][C:35]([C:36]([O:38]C)=[O:37])=[CH:34][CH:33]=2)=[CH:18][CH2:17]3)[CH2:14][CH2:13]1)=[O:9])C.[OH-].[Na+]. (2) Reactant: Br[C:2]1[CH:13]=[N:12][C:5]2[NH:6][CH2:7][C:8](=[O:11])[NH:9][CH2:10][C:4]=2[CH:3]=1.[C:14]([O:18][C:19]([CH3:22])([CH3:21])[CH3:20])(=[O:17])[CH:15]=[CH2:16].C(N(C(C)C)CC)(C)C. Product: [C:19]([O:18][C:14](=[O:17])[CH:15]=[CH:16][C:2]1[CH:13]=[N:12][C:5]2[NH:6][CH2:7][C:8](=[O:11])[NH:9][CH2:10][C:4]=2[CH:3]=1)([CH3:22])([CH3:21])[CH3:20]. The catalyst class is: 274. (3) Product: [NH2:20][C:9]1[C:10]([C:11]2[N:12]=[CH:13][N:14]=[C:15]([N:21]3[CH2:29][CH2:28][CH2:27][CH:23]([C:24]([NH2:26])=[O:25])[CH2:22]3)[CH:16]=2)=[C:5]2[N:4]=[CH:3][C:2]([CH3:1])=[CH:7][N:6]2[N:8]=1. The catalyst class is: 37. Reactant: [CH3:1][C:2]1[CH:3]=[N:4][C:5]2[N:6]([N:8]=[C:9]([NH2:20])[C:10]=2[C:11]2[CH:16]=[C:15](S(C)=O)[N:14]=[CH:13][N:12]=2)[CH:7]=1.[NH:21]1[CH2:29][CH2:28][CH2:27][CH:23]([C:24]([NH2:26])=[O:25])[CH2:22]1. (4) Reactant: [Cl:1][C:2]1[CH:3]=[CH:4][C:5]([O:8][CH:9]([CH:11]2[CH:15]([C:16]3[CH:21]=[CH:20][C:19]([Cl:22])=[C:18]([Cl:23])[CH:17]=3)[CH2:14][N:13]([C:24](Cl)=[O:25])[CH2:12]2)[CH3:10])=[N:6][CH:7]=1.CCN(CC)CC.[CH3:34][N:35]([CH3:44])[CH2:36][CH2:37][N:38]1[CH2:43][CH2:42][NH:41][CH2:40][CH2:39]1. Product: [Cl:1][C:2]1[CH:3]=[CH:4][C:5]([O:8][CH:9]([CH:11]2[CH:15]([C:16]3[CH:21]=[CH:20][C:19]([Cl:22])=[C:18]([Cl:23])[CH:17]=3)[CH2:14][N:13]([C:24]([N:41]3[CH2:42][CH2:43][N:38]([CH2:37][CH2:36][N:35]([CH3:44])[CH3:34])[CH2:39][CH2:40]3)=[O:25])[CH2:12]2)[CH3:10])=[N:6][CH:7]=1. The catalyst class is: 2. (5) Reactant: Cl[C:2]1[CH:3]=[C:4]([CH:23]=[C:24]([CH2:26][OH:27])[N:25]=1)[C:5]([NH:7][CH:8]([C:10]1[CH:11]=[N:12][C:13]([O:17][CH2:18][C:19]([F:22])([F:21])[F:20])=[C:14]([CH3:16])[CH:15]=1)[CH3:9])=[O:6].[C:28]([NH2:32])(=[O:31])[CH2:29][CH3:30].C1(P(C2C=CC=CC=2)C2C3OC4C(=CC=CC=4P(C4C=CC=CC=4)C4C=CC=CC=4)C(C)(C)C=3C=CC=2)C=CC=CC=1.P([O-])([O-])([O-])=O.[K+].[K+].[K+]. Product: [OH:27][CH2:26][C:24]1[CH:23]=[C:4]([CH:3]=[C:2]([NH:32][C:28](=[O:31])[CH2:29][CH3:30])[N:25]=1)[C:5]([NH:7][CH:8]([C:10]1[CH:11]=[N:12][C:13]([O:17][CH2:18][C:19]([F:22])([F:21])[F:20])=[C:14]([CH3:16])[CH:15]=1)[CH3:9])=[O:6]. The catalyst class is: 102. (6) Reactant: [CH3:1][C:2]1[N:3]=[CH:4][S:5][C:6]=1[C:7]1[CH:23]=[CH:22][C:10]([CH2:11][NH:12]C(=O)OCC[Si](C)(C)C)=[CH:9][CH:8]=1.[F-].C([N+](CCCC)(CCCC)CCCC)CCC.C1COCC1. Product: [CH3:1][C:2]1[N:3]=[CH:4][S:5][C:6]=1[C:7]1[CH:23]=[CH:22][C:10]([CH2:11][NH2:12])=[CH:9][CH:8]=1. The catalyst class is: 10. (7) Reactant: [CH3:1][O:2][C:3]1[CH:4]=[C:5]([C:8]([O:11]COC)=[CH:9][N:10]=1)[CH:6]=[O:7].Cl.[C:16]([O-])([O-])=[O:17].[K+].[K+].C1[CH2:26][O:25][CH2:24]C1. Product: [OH:11][C:8]1[C:5]([CH:6]=[O:7])=[CH:4][C:3]([O:2][CH2:1][CH2:24][O:25][CH3:26])=[N:10][CH:9]=1.[OH:11][C:8]1[CH:9]=[N:10][C:3]([O:2][CH2:1][CH2:24][O:25][CH3:26])=[C:4]([CH:5]=1)[CH:16]=[O:17]. The catalyst class is: 6. (8) Product: [NH2:12][C:13]1[N:18]=[C:17]([NH:19][C:20]2[C:21]3[CH2:37][CH2:36][CH2:35][C:22]=3[N:23]=[C:24]([N:26]3[CH2:30][CH2:29][CH2:28][CH:27]3[C:31]([NH:6][C:2]3[S:1][CH:5]=[CH:4][N:3]=3)=[O:32])[N:25]=2)[CH:16]=[CH:15][CH:14]=1. The catalyst class is: 1. Reactant: [S:1]1[CH:5]=[CH:4][N:3]=[C:2]1[NH2:6].C([Mg]Cl)(C)C.[NH2:12][C:13]1[N:18]=[C:17]([NH:19][C:20]2[C:21]3[CH2:37][CH2:36][CH2:35][C:22]=3[N:23]=[C:24]([N:26]3[CH2:30][CH2:29][CH2:28][CH:27]3[C:31](OC)=[O:32])[N:25]=2)[CH:16]=[CH:15][CH:14]=1. (9) Reactant: [O:1]1[CH2:3][C@H:2]1[CH2:4][O:5][C:6]1[CH:13]=[CH:12][CH:11]=[CH:10][C:7]=1[C:8]#[N:9].[N+]([C:17]1C=C(S(OC[C@]2(C)CO2)(=O)=O)C=CC=1)([O-])=O.OC1C=CC=CC=1C#N.C([O-])([O-])=O.[Cs+].[Cs+]. Product: [CH3:17][CH:4]([C@@H:2]1[CH2:3][O:1]1)[O:5][C:6]1[CH:13]=[CH:12][CH:11]=[CH:10][C:7]=1[C:8]#[N:9]. The catalyst class is: 3. (10) Reactant: [Cl:1][C:2]1[C:3]2[N:4]([CH:8]=[C:9]([C:11]3[CH:16]=[CH:15][CH:14]=[C:13]([O:17][CH3:18])[CH:12]=3)[N:10]=2)[CH:5]=[CH:6][N:7]=1.[Br:19]Br. Product: [Br:19][C:8]1[N:4]2[CH:5]=[CH:6][N:7]=[C:2]([Cl:1])[C:3]2=[N:10][C:9]=1[C:11]1[CH:16]=[CH:15][CH:14]=[C:13]([O:17][CH3:18])[CH:12]=1. The catalyst class is: 15.